This data is from Reaction yield outcomes from USPTO patents with 853,638 reactions. The task is: Predict the reaction yield, written as a fraction of the theoretical maximum amount of product (1.0 means a 100% yield; for example, 0.34 means a 34% yield). (1) The reactants are [NH2:1][C:2]1[CH:9]=[CH:8][C:7]([Cl:10])=[CH:6][C:3]=1[C:4]#[N:5].Cl[C:12]([O:14][CH3:15])=[O:13].C([O-])(O)=O.[Na+]. The catalyst is CC(=O)CC. The product is [Cl:10][C:7]1[CH:8]=[CH:9][C:2]([NH:1][C:12](=[O:13])[O:14][CH3:15])=[C:3]([C:4]#[N:5])[CH:6]=1. The yield is 0.970. (2) The reactants are [CH3:1][O:2][C:3]1[CH:4]=[C:5]([CH:8]=[C:9]([O:11][CH3:12])[CH:10]=1)[CH:6]=[O:7].[Br:13]Br. The yield is 0.660. The product is [Br:13][C:8]1[C:9]([O:11][CH3:12])=[CH:10][C:3]([O:2][CH3:1])=[CH:4][C:5]=1[CH:6]=[O:7]. The catalyst is C(O)(=O)C. (3) The product is [OH:1][C@@:2]1([C:9]#[C:10][C:11]2[CH:12]=[C:13]([N:17]3[C:25]4[CH2:24][CH2:23][N:22]([CH2:26][C:27]([OH:30])([CH3:28])[CH3:29])[CH2:21][C:20]=4[C:19]([C:31]([NH2:36])=[O:33])=[N:18]3)[CH:14]=[CH:15][CH:16]=2)[CH2:6][CH2:5][N:4]([CH3:7])[C:3]1=[O:8]. The reactants are [OH:1][C@@:2]1([C:9]#[C:10][C:11]2[CH:12]=[C:13]([N:17]3[C:25]4[CH2:24][CH2:23][N:22]([CH2:26][C:27]([OH:30])([CH3:29])[CH3:28])[CH2:21][C:20]=4[C:19]([C:31]([O:33]CC)=O)=[N:18]3)[CH:14]=[CH:15][CH:16]=2)[CH2:6][CH2:5][N:4]([CH3:7])[C:3]1=[O:8].[NH3:36]. The catalyst is CO. The yield is 0.200. (4) The reactants are [OH:1][CH2:2][C:3]([CH2:12][O:13][CH3:14])([C:6]([CH3:11])([CH3:10])[CH:7]([CH3:9])[CH3:8])[CH2:4][OH:5].CO[C:17](OC)([CH3:19])[CH3:18].C1(C)C=CC(S(O)(=O)=O)=CC=1.C(=O)([O-])O.[Na+]. The catalyst is O1CCCC1. The product is [CH3:14][O:13][CH2:12][C:3]1([C:6]([CH:7]([CH3:9])[CH3:8])([CH3:10])[CH3:11])[CH2:2][O:1][C:17]([CH3:19])([CH3:18])[O:5][CH2:4]1. The yield is 0.860. (5) The reactants are [Li+].[CH3:2]C([N-]C(C)C)C.[C:9]1([S:15]([N:18]2[C:26]3[C:21](=[CH:22][C:23]([C:27]#[N:28])=[CH:24][CH:25]=3)[CH:20]=[CH:19]2)(=[O:17])=[O:16])[CH:14]=[CH:13][CH:12]=[CH:11][CH:10]=1.CI. The catalyst is C1COCC1.CCOC(C)=O. The product is [C:9]1([S:15]([N:18]2[C:26]3[C:21](=[CH:22][C:23]([C:27]#[N:28])=[CH:24][CH:25]=3)[CH:20]=[C:19]2[CH3:2])(=[O:16])=[O:17])[CH:10]=[CH:11][CH:12]=[CH:13][CH:14]=1. The yield is 0.520. (6) The reactants are [CH3:1][O:2][C:3]1[N:8]=[C:7]([O:9][S:10]([C:13]([F:16])([F:15])[F:14])(=[O:12])=[O:11])[CH:6]=[C:5]([NH:17][CH2:18][CH2:19][C:20]2[CH:25]=[CH:24][C:23]([O:26][C:27]([F:30])([F:29])[F:28])=[CH:22][CH:21]=2)[N:4]=1.[C:31](O[C:31]([O:33][C:34]([CH3:37])([CH3:36])[CH3:35])=[O:32])([O:33][C:34]([CH3:37])([CH3:36])[CH3:35])=[O:32]. The catalyst is CN(C1C=CN=CC=1)C.C1COCC1. The product is [C:34]([O:33][C:31]([N:17]([CH2:18][CH2:19][C:20]1[CH:25]=[CH:24][C:23]([O:26][C:27]([F:30])([F:29])[F:28])=[CH:22][CH:21]=1)[C:5]1[N:4]=[C:3]([O:2][CH3:1])[N:8]=[C:7]([O:9][S:10]([C:13]([F:16])([F:14])[F:15])(=[O:12])=[O:11])[CH:6]=1)=[O:32])([CH3:37])([CH3:36])[CH3:35]. The yield is 0.880. (7) The reactants are Br[C:2]1[CH:3]=[C:4]2[C:8](=[CH:9][CH:10]=1)[NH:7][C:6](=[O:11])[C:5]2([CH3:13])[CH3:12].[CH3:14][O:15][C:16]1[CH:17]=[C:18](B(O)O)[CH:19]=[CH:20][CH:21]=1.C(=O)([O-])[O-].[K+].[K+].[Cl-].[NH4+]. The catalyst is C(COC)OC.O.C1C=CC([P]([Pd]([P](C2C=CC=CC=2)(C2C=CC=CC=2)C2C=CC=CC=2)([P](C2C=CC=CC=2)(C2C=CC=CC=2)C2C=CC=CC=2)[P](C2C=CC=CC=2)(C2C=CC=CC=2)C2C=CC=CC=2)(C2C=CC=CC=2)C2C=CC=CC=2)=CC=1.CCOC(C)=O. The product is [CH3:14][O:15][C:16]1[CH:21]=[C:20]([C:2]2[CH:3]=[C:4]3[C:8](=[CH:9][CH:10]=2)[NH:7][C:6](=[O:11])[C:5]3([CH3:13])[CH3:12])[CH:19]=[CH:18][CH:17]=1. The yield is 0.310. (8) The reactants are [C:1]([O:5][C:6]([N:8]1[CH2:12][C@H:11]([CH:13]=[CH:14][CH3:15])[C@@H:10]([OH:16])[CH2:9]1)=[O:7])([CH3:4])([CH3:3])[CH3:2]. The catalyst is C(O)C.[Pd]. The product is [C:1]([O:5][C:6]([N:8]1[CH2:12][C@H:11]([CH2:13][CH2:14][CH3:15])[C@@H:10]([OH:16])[CH2:9]1)=[O:7])([CH3:4])([CH3:3])[CH3:2]. The yield is 1.02. (9) The reactants are [NH2:1][C:2]1[NH:7][C:6](=[O:8])[NH:5][C:4](=[O:9])[CH:3]=1.[CH3:10][C:11]([O-])=O.[Na+].ClCC=O. The catalyst is O. The product is [OH:8][C:6]1[N:5]=[C:4]([OH:9])[C:3]2[CH:11]=[CH:10][NH:1][C:2]=2[N:7]=1. The yield is 0.330. (10) The reactants are Cl[CH:2]([C:17]1[CH:22]=[CH:21][CH:20]=[CH:19][CH:18]=1)[C:3]([C:5]1[C:13]2[C:8](=[CH:9][CH:10]=[CH:11][CH:12]=2)[N:7]([CH2:14][CH2:15][OH:16])[CH:6]=1)=[O:4].[CH3:23][O:24][C:25]1[CH:26]=[C:27]([CH:29]=[CH:30][CH:31]=1)[NH2:28].CCN(C(C)C)C(C)C. The catalyst is C(#N)C. The product is [OH:16][CH2:15][CH2:14][N:7]1[C:8]2[C:13](=[CH:12][CH:11]=[CH:10][CH:9]=2)[C:5]([C:3](=[O:4])[CH:2]([NH:28][C:27]2[CH:29]=[CH:30][CH:31]=[C:25]([O:24][CH3:23])[CH:26]=2)[C:17]2[CH:22]=[CH:21][CH:20]=[CH:19][CH:18]=2)=[CH:6]1. The yield is 0.250.